Task: Predict the reactants needed to synthesize the given product.. Dataset: Full USPTO retrosynthesis dataset with 1.9M reactions from patents (1976-2016) (1) Given the product [CH2:14]([O:13][C:12]1[C:11](=[O:21])[N:10]=[C:9]([CH2:22][C:23]2[C:28]([Cl:29])=[CH:27][CH:26]=[CH:25][C:24]=2[Cl:30])[N:8]2[CH2:2][CH2:3][N:4]([CH:31]([CH3:33])[CH3:32])[C:5](=[O:6])[C:7]=12)[C:15]1[CH:20]=[CH:19][CH:18]=[CH:17][CH:16]=1, predict the reactants needed to synthesize it. The reactants are: O[CH2:2][CH2:3][N:4]([CH:31]([CH3:33])[CH3:32])[C:5]([C:7]1[NH:8][C:9]([CH2:22][C:23]2[C:28]([Cl:29])=[CH:27][CH:26]=[CH:25][C:24]=2[Cl:30])=[N:10][C:11](=[O:21])[C:12]=1[O:13][CH2:14][C:15]1[CH:20]=[CH:19][CH:18]=[CH:17][CH:16]=1)=[O:6].C1C=CC(P(C2C=CC=CC=2)C2C=CC=CC=2)=CC=1.N(C(OC(C)C)=O)=NC(OC(C)C)=O.ClCCl.CO. (2) Given the product [N+:16]([C:5]1[CH:6]=[CH:7][C:8]([O:9][C:10]2[CH:15]=[CH:14][CH:13]=[CH:12][CH:11]=2)=[C:3]([OH:2])[CH:4]=1)([O-:18])=[O:17], predict the reactants needed to synthesize it. The reactants are: C[O:2][C:3]1[CH:4]=[C:5]([N+:16]([O-:18])=[O:17])[CH:6]=[CH:7][C:8]=1[O:9][C:10]1[CH:15]=[CH:14][CH:13]=[CH:12][CH:11]=1.Br. (3) Given the product [CH3:31][O:32][C:16]1([O:17][CH3:72])[CH2:14][CH2:12][O:21][CH2:20][C@@H:18]1[OH:19], predict the reactants needed to synthesize it. The reactants are: P([O-])(O)(O)=O.[Na+].[OH-].[Na+].Cl.O=C[C@@H:12]([C@H:14]([C@@H:16]([C@@H:18]([CH2:20][OH:21])[OH:19])[OH:17])O)O.C1C=[N+]([C@@H]2[O:32][C@H:31](COP(OP(OC[C@H]3O[C@@H](N4C5N=CN=C(N)C=5N=C4)[C@H](OP(O)(O)=O)[C@@H]3O)(O)=O)(O)=O)[C@@H](O)[C@H]2O)C=C(C(N)=O)C=1.[Cl-].[K+].[C:72]1(C)C=CC=CC=1. (4) Given the product [NH:1]1[CH:5]=[CH:4][C:3]([CH:6]=[CH:17][C:12]2[O:11][N:10]=[C:9]([CH3:8])[C:13]=2[N+:14]([O-:16])=[O:15])=[CH:2]1, predict the reactants needed to synthesize it. The reactants are: [NH:1]1[CH:5]=[CH:4][C:3]([CH:6]=O)=[CH:2]1.[CH3:8][C:9]1[C:13]([N+:14]([O-:16])=[O:15])=[C:12]([CH3:17])[O:11][N:10]=1.N1CCCCC1. (5) Given the product [NH2:11][C:6]1[CH:5]=[CH:4][C:3]([O:2][CH3:1])=[CH:10][C:7]=1[C:8]#[N:9], predict the reactants needed to synthesize it. The reactants are: [CH3:1][O:2][C:3]1[CH:4]=[CH:5][C:6]([N+:11]([O-])=O)=[C:7]([CH:10]=1)[C:8]#[N:9].S(S([O-])=O)([O-])=O.[Na+].[Na+].O. (6) Given the product [N:7]1[C:8]2[C:3](=[C:2]([NH:1][C:24](=[O:25])[O:23][C:19]([CH3:22])([CH3:21])[CH3:20])[CH:11]=[CH:10][CH:9]=2)[CH:4]=[CH:5][CH:6]=1, predict the reactants needed to synthesize it. The reactants are: [NH2:1][C:2]1[CH:11]=[CH:10][CH:9]=[C:8]2[C:3]=1[CH:4]=[CH:5][CH:6]=[N:7]2.C(N(CC)CC)C.[C:19]([O:23][C:24](O[C:24]([O:23][C:19]([CH3:22])([CH3:21])[CH3:20])=[O:25])=[O:25])([CH3:22])([CH3:21])[CH3:20].